Predict the product of the given reaction. From a dataset of Forward reaction prediction with 1.9M reactions from USPTO patents (1976-2016). (1) Given the reactants C(OC(=O)[NH:7][CH:8]([C:16](=[O:33])[NH:17][C:18]1([CH:22]([OH:32])[C:23](=[O:31])[NH:24][C:25]2[CH:29]=[CH:28][N:27]([CH3:30])[N:26]=2)[CH2:21][CH2:20][CH2:19]1)[CH2:9][C:10]1([F:15])[CH2:14][CH2:13][CH2:12][CH2:11]1)(C)(C)C.[ClH:35], predict the reaction product. The product is: [NH2:7][CH:8]([CH2:9][C:10]1([F:15])[CH2:14][CH2:13][CH2:12][CH2:11]1)[C:16]([NH:17][C:18]1([CH:22]([OH:32])[C:23](=[O:31])[NH:24][C:25]2[CH:29]=[CH:28][N:27]([CH3:30])[N:26]=2)[CH2:21][CH2:20][CH2:19]1)=[O:33].[ClH:35]. (2) Given the reactants [CH3:1]N(C)CCNC.[Li]CCCC.[N:13]1([C:19]2[CH:26]=[CH:25][CH:24]=[CH:23][C:20]=2[CH:21]=[O:22])[CH2:18][CH2:17][CH2:16][CH2:15][CH2:14]1.CI, predict the reaction product. The product is: [CH3:1][C:23]1[CH:24]=[CH:25][CH:26]=[C:19]([N:13]2[CH2:18][CH2:17][CH2:16][CH2:15][CH2:14]2)[C:20]=1[CH:21]=[O:22]. (3) Given the reactants Br[CH2:2][C:3](=O)[C:4]([OH:6])=[O:5].[Cl:8][C:9]1[CH:17]=[CH:16][C:12]([C:13]([NH2:15])=[S:14])=[CH:11][CH:10]=1, predict the reaction product. The product is: [Cl:8][C:9]1[CH:17]=[CH:16][C:12]([C:13]2[S:14][CH:2]=[C:3]([C:4]([OH:6])=[O:5])[N:15]=2)=[CH:11][CH:10]=1.